From a dataset of Full USPTO retrosynthesis dataset with 1.9M reactions from patents (1976-2016). Predict the reactants needed to synthesize the given product. (1) Given the product [F:1][C:2]1[CH:7]=[CH:6][C:5]([N:8]2[C:16]3[C:11](=[CH:12][C:13]([O:17][CH:18]([C:23]4[CH:28]=[CH:27][CH:26]=[CH:25][CH:24]=4)[C:19]([NH2:29])=[O:21])=[CH:14][CH:15]=3)[CH:10]=[N:9]2)=[CH:4][CH:3]=1, predict the reactants needed to synthesize it. The reactants are: [F:1][C:2]1[CH:7]=[CH:6][C:5]([N:8]2[C:16]3[C:11](=[CH:12][C:13]([O:17][CH:18]([C:23]4[CH:28]=[CH:27][CH:26]=[CH:25][CH:24]=4)[C:19]([O:21]C)=O)=[CH:14][CH:15]=3)[CH:10]=[N:9]2)=[CH:4][CH:3]=1.[NH3:29]. (2) Given the product [NH2:32][C:33]1[S:34][CH:35]=[C:36]([CH2:38][C:39]([NH:30][C@H:27]2[CH2:28][CH2:29][N:25]([C:9]3[N:10]=[C:11]([N:12]4[CH2:17][CH2:16][N:15]5[C:18]([C:21]([F:22])([F:23])[F:24])=[N:19][N:20]=[C:14]5[CH2:13]4)[C:6]4[CH:5]=[C:4]([CH2:1][CH2:2][CH3:3])[S:31][C:7]=4[N:8]=3)[CH2:26]2)=[O:40])[N:37]=1, predict the reactants needed to synthesize it. The reactants are: [CH2:1]([C:4]1[S:31][C:7]2[N:8]=[C:9]([N:25]3[CH2:29][CH2:28][C@H:27]([NH2:30])[CH2:26]3)[N:10]=[C:11]([N:12]3[CH2:17][CH2:16][N:15]4[C:18]([C:21]([F:24])([F:23])[F:22])=[N:19][N:20]=[C:14]4[CH2:13]3)[C:6]=2[CH:5]=1)[CH2:2][CH3:3].[NH2:32][C:33]1[S:34][CH:35]=[C:36]([CH2:38][C:39](O)=[O:40])[N:37]=1.CN(C(ON1N=NC2C=CC=CC1=2)=[N+](C)C)C.F[P-](F)(F)(F)(F)F.C(N(C(C)C)CC)(C)C. (3) Given the product [CH3:59][O:58][C:55]1[CH:54]=[CH:53][C:52]([CH2:51][C@@H:31]([NH:30][C:68](=[O:69])[CH2:61][CH2:62][C:63]2[N:67]=[CH:66][NH:65][CH:64]=2)[C:32](=[O:33])[N:34]2[CH2:35][C:36]([O:45][CH2:46][CH2:47][CH2:48][CH2:49][CH3:50])([C:38]3[CH:43]=[CH:42][CH:41]=[CH:40][C:39]=3[CH3:44])[CH2:37]2)=[CH:57][CH:56]=1, predict the reactants needed to synthesize it. The reactants are: CN(C(ON1N=NC2C=CC=CC1=2)=[N+](C)C)C.[B-](F)(F)(F)F.FC(F)(F)C(O)=O.[NH2:30][C@H:31]([CH2:51][C:52]1[CH:57]=[CH:56][C:55]([O:58][CH3:59])=[CH:54][CH:53]=1)[C:32]([N:34]1[CH2:37][C:36]([O:45][CH2:46][CH2:47][CH2:48][CH2:49][CH3:50])([C:38]2[CH:43]=[CH:42][CH:41]=[CH:40][C:39]=2[CH3:44])[CH2:35]1)=[O:33].Cl.[CH2:61]([C:68](O)=[O:69])[CH2:62][C:63]1[N:67]=[CH:66][NH:65][CH:64]=1.[OH-].[Na+]. (4) Given the product [N:11]1([C:14]2[CH:19]=[CH:18][C:17]([NH:20][C:21]([C:23]3[CH:28]=[C:27]([N+:29]([O-:31])=[O:30])[CH:26]=[CH:25][C:24]=3[Cl:32])=[O:22])=[CH:16][CH:15]=2)[CH2:12][CH2:13][NH:8][CH2:9][CH2:10]1, predict the reactants needed to synthesize it. The reactants are: C(OC([N:8]1[CH2:13][CH2:12][N:11]([C:14]2[CH:19]=[CH:18][C:17]([NH:20][C:21]([C:23]3[CH:28]=[C:27]([N+:29]([O-:31])=[O:30])[CH:26]=[CH:25][C:24]=3[Cl:32])=[O:22])=[CH:16][CH:15]=2)[CH2:10][CH2:9]1)=O)(C)(C)C.